Dataset: Full USPTO retrosynthesis dataset with 1.9M reactions from patents (1976-2016). Task: Predict the reactants needed to synthesize the given product. (1) Given the product [N+:24]([C:21]1[CH:22]=[CH:23][C:18]([N:1]2[CH2:6][CH2:5][CH:4]([NH:7][C:8](=[O:10])[CH3:9])[CH2:3][CH2:2]2)=[CH:19][CH:20]=1)([O-:26])=[O:25], predict the reactants needed to synthesize it. The reactants are: [NH:1]1[CH2:6][CH2:5][CH:4]([NH:7][C:8](=[O:10])[CH3:9])[CH2:3][CH2:2]1.C([O-])([O-])=O.[K+].[K+].F[C:18]1[CH:23]=[CH:22][C:21]([N+:24]([O-:26])=[O:25])=[CH:20][CH:19]=1.O. (2) Given the product [C:1]([O:4][CH2:5][C@@H:6]1[C@@H:11]([O:12][C:13](=[O:15])[CH3:14])[C@H:10]([O:16][C:17](=[O:19])[CH3:18])[C@H:9]([F:20])[C@@H:8]([O:21][C:22]2[CH:23]=[CH:31][C:26]([Br:25])=[CH:27][C:28]=2[C:33]([F:36])([F:35])[F:34])[O:7]1)(=[O:3])[CH3:2], predict the reactants needed to synthesize it. The reactants are: [C:1]([O:4][CH2:5][C@@H:6]1[C@@H:11]([O:12][C:13](=[O:15])[CH3:14])[C@H:10]([O:16][C:17](=[O:19])[CH3:18])[C@H:9]([F:20])[CH:8]([O:21][C:22](=O)[CH3:23])[O:7]1)(=[O:3])[CH3:2].[Br:25][C:26]1[CH:31]=CC(O)=[C:28]([C:33]([F:36])([F:35])[F:34])[CH:27]=1. (3) Given the product [CH2:3]([N:4]1[C:17]2[C:8](=[C:9]3[C:14](=[CH:15][CH:16]=2)[N:13]=[C:12]([O:18][CH:19]([CH3:21])[CH3:20])[CH:11]=[C:10]3[C:22]([F:24])([F:25])[F:23])[O:7][CH2:6][C@H:5]1[CH3:26])[CH3:2], predict the reactants needed to synthesize it. The reactants are: Cl[C:2](F)(F)[CH2:3][N:4]1[C:17]2[C:8](=[C:9]3[C:14](=[CH:15][CH:16]=2)[N:13]=[C:12]([O:18][CH:19]([CH3:21])[CH3:20])[CH:11]=[C:10]3[C:22]([F:25])([F:24])[F:23])[O:7][CH2:6][C@H:5]1[CH:26](C)C.[BH4-].[Na+].